From a dataset of Forward reaction prediction with 1.9M reactions from USPTO patents (1976-2016). Predict the product of the given reaction. Given the reactants [O:1]1[CH2:6][CH2:5][N:4]([C:7]2[N:12]=[C:11]([N:13]3[CH2:18][CH2:17][O:16][CH2:15][CH2:14]3)[N:10]=[C:9]([C:19]3[CH:24]=[CH:23][C:22]([NH:25][C:26](=[O:37])[NH:27][C:28]4[CH:36]=[CH:35][C:31]([C:32]([OH:34])=O)=[CH:30][CH:29]=4)=[CH:21][CH:20]=3)[N:8]=2)[CH2:3][CH2:2]1.CCN(C(C)C)C(C)C.CN(C(ON1N=NC2C=CC=CC1=2)=[N+](C)C)C.F[P-](F)(F)(F)(F)F.[N:71]12[CH2:78][CH2:77][CH:74]([CH2:75][CH2:76]1)[CH:73]([NH2:79])[CH2:72]2, predict the reaction product. The product is: [O:16]1[CH2:15][CH2:14][N:13]([C:11]2[N:12]=[C:7]([N:4]3[CH2:3][CH2:2][O:1][CH2:6][CH2:5]3)[N:8]=[C:9]([C:19]3[CH:20]=[CH:21][C:22]([NH:25][C:26](=[O:37])[NH:27][C:28]4[CH:36]=[CH:35][C:31]([C:32]([NH:79][CH:73]5[CH:74]6[CH2:77][CH2:78][N:71]([CH2:76][CH2:75]6)[CH2:72]5)=[O:34])=[CH:30][CH:29]=4)=[CH:23][CH:24]=3)[N:10]=2)[CH2:18][CH2:17]1.